Dataset: Retrosynthesis with 50K atom-mapped reactions and 10 reaction types from USPTO. Task: Predict the reactants needed to synthesize the given product. (1) Given the product COc1c(C)cnc(C=O)c1C, predict the reactants needed to synthesize it. The reactants are: COc1c(C)cnc(CO)c1C. (2) The reactants are: FC(F)(F)C1CNCCN1.O=C(O)c1cn(C2CC2)c2cc(F)c(F)cc2c1=O. Given the product O=C(O)c1cn(C2CC2)c2cc(N3CCNC(C(F)(F)F)C3)c(F)cc2c1=O, predict the reactants needed to synthesize it. (3) Given the product CCCCCCCCCCCCCCCCNC(=O)N(C)CCO, predict the reactants needed to synthesize it. The reactants are: CCCCCCCCCCCCCCCCN=C=O.CNCCO.